Predict the product of the given reaction. From a dataset of Forward reaction prediction with 1.9M reactions from USPTO patents (1976-2016). (1) The product is: [Br:1][C:2]1[N:6]2[CH:7]=[CH:8][N:9]=[C:10]([NH:20][C:17]3[CH:18]=[CH:19][C:14]([O:13][CH3:12])=[CH:15][CH:16]=3)[C:5]2=[N:4][CH:3]=1. Given the reactants [Br:1][C:2]1[N:6]2[C:7](Br)=[CH:8][N:9]=[CH:10][C:5]2=[N:4][CH:3]=1.[CH3:12][O:13][C:14]1[CH:19]=[CH:18][C:17]([NH2:20])=[CH:16][CH:15]=1.C(O)C(F)(F)F.C(N(C(C)C)CC)(C)C, predict the reaction product. (2) Given the reactants [OH-].[K+].[CH2:3](Br)[C:4]1[CH:9]=[CH:8][CH:7]=[CH:6][CH:5]=1.[OH:11][C:12]1[CH:20]=[CH:19][C:15]([C:16]([OH:18])=[O:17])=[CH:14][CH:13]=1.Cl, predict the reaction product. The product is: [CH2:3]([O:11][C:12]1[CH:20]=[CH:19][C:15]([C:16]([OH:18])=[O:17])=[CH:14][CH:13]=1)[C:4]1[CH:9]=[CH:8][CH:7]=[CH:6][CH:5]=1. (3) Given the reactants [N+:1]([C:4]1[CH:19]=[CH:18][C:7]([CH2:8][CH:9]2[CH2:12][CH:11]([C:13]([O:15][CH2:16][CH3:17])=[O:14])[CH2:10]2)=[CH:6][CH:5]=1)([O-:3])=[O:2].[C:20]1(C2CC(C(C)C(OCC)=O)C2)C=CC=CC=1, predict the reaction product. The product is: [N+:1]([C:4]1[CH:5]=[CH:6][C:7]([CH:8]2[CH2:9][CH:12]([CH:11]([CH3:10])[C:13]([O:15][CH2:16][CH3:17])=[O:14])[CH2:20]2)=[CH:18][CH:19]=1)([O-:3])=[O:2]. (4) Given the reactants [CH3:1][O:2][C:3]1[C:8]([CH3:9])=[CH:7][C:6]([NH:10][CH2:11][C:12]2([C:16]([O:18]CC)=[O:17])[CH2:15][CH2:14][CH2:13]2)=[C:5]([CH3:21])[C:4]=1[CH3:22].[OH-].[K+], predict the reaction product. The product is: [CH3:1][O:2][C:3]1[C:8]([CH3:9])=[CH:7][C:6]([NH:10][CH2:11][C:12]2([C:16]([OH:18])=[O:17])[CH2:13][CH2:14][CH2:15]2)=[C:5]([CH3:21])[C:4]=1[CH3:22]. (5) Given the reactants [CH3:1][O:2][C:3]1[CH:4]=[C:5]2[C:10](=[CH:11][C:12]=1[O:13][CH3:14])[N:9]=[CH:8][CH:7]=[C:6]2[O:15][C:16]1[C:22]([CH3:23])=[CH:21][C:19]([NH2:20])=[C:18]([CH3:24])[CH:17]=1.ClC(Cl)(O[C:29](=[O:35])[O:30][C:31](Cl)(Cl)Cl)Cl.[CH3:37][O:38][C:39]1[CH:40]=C(O)[CH:42]=[CH:43][CH:44]=1.C(=O)(O)[O-].[Na+], predict the reaction product. The product is: [CH3:1][O:2][C:3]1[CH:4]=[C:5]2[C:10](=[CH:11][C:12]=1[O:13][CH3:14])[N:9]=[CH:8][CH:7]=[C:6]2[O:15][C:16]1[C:22]([CH3:23])=[CH:21][C:19]([NH:20][C:29](=[O:35])[O:30][C:31]2[CH:42]=[CH:43][CH:44]=[C:39]([O:38][CH3:37])[CH:40]=2)=[C:18]([CH3:24])[CH:17]=1.